This data is from Full USPTO retrosynthesis dataset with 1.9M reactions from patents (1976-2016). The task is: Predict the reactants needed to synthesize the given product. (1) Given the product [CH2:1]([O:8][C:9]([N:11]1[CH2:15][CH2:14][CH2:13][C@H:12]1[CH2:16][NH:33][CH2:32][C:31]1[CH:34]=[CH:35][CH:36]=[CH:37][C:30]=1[O:29][CH3:28])=[O:10])[C:2]1[CH:3]=[CH:4][CH:5]=[CH:6][CH:7]=1, predict the reactants needed to synthesize it. The reactants are: [CH2:1]([O:8][C:9]([N:11]1[CH2:15][CH2:14][CH2:13][C@H:12]1[CH2:16]OS(C1C=CC(C)=CC=1)(=O)=O)=[O:10])[C:2]1[CH:7]=[CH:6][CH:5]=[CH:4][CH:3]=1.[CH3:28][O:29][C:30]1[CH:37]=[CH:36][CH:35]=[CH:34][C:31]=1[CH2:32][NH2:33].C(N(CC)C(C)C)(C)C. (2) The reactants are: Br[C:2]1[CH:10]=[CH:9][CH:8]=[C:7]2[C:3]=1[CH2:4][NH:5][C:6]2=[O:11].C([Li])CCC.[B:17](OC)([O:20]C)[O:18]C. Given the product [O:11]=[C:6]1[C:7]2[C:3](=[C:2]([B:17]([OH:20])[OH:18])[CH:10]=[CH:9][CH:8]=2)[CH2:4][NH:5]1, predict the reactants needed to synthesize it. (3) Given the product [Br:3][C:4]1[CH:5]=[C:6]2[C:11](=[CH:12][CH:13]=1)[N:10]=[C:9]([S:14][CH3:2])[N:8]([CH3:15])[C:7]2=[O:16], predict the reactants needed to synthesize it. The reactants are: I[CH3:2].[Br:3][C:4]1[CH:5]=[C:6]2[C:11](=[CH:12][CH:13]=1)[NH:10][C:9](=[S:14])[N:8]([CH3:15])[C:7]2=[O:16]. (4) Given the product [CH3:27][C:12]1([CH3:28])[NH:11][C:15](=[O:16])[CH:14]([NH:19][C:20](=[O:21])[O:22][C:23]([CH3:26])([CH3:25])[CH3:24])[CH2:13]1, predict the reactants needed to synthesize it. The reactants are: C(OC([NH:11][C:12]([CH3:28])([CH3:27])[CH:13]=[C:14]([NH:19][C:20]([O:22][C:23]([CH3:26])([CH3:25])[CH3:24])=[O:21])[C:15](OC)=[O:16])=O)C1C=CC=CC=1. (5) Given the product [Cl:12][C:13]1[CH:18]=[C:17]([S:19]([C:22]([F:24])([F:25])[F:23])(=[O:20])=[O:21])[CH:16]=[CH:15][C:14]=1[NH:26][C:27]([C:29]1[CH:38]=[C:37]([S:39]([C:40]2[CH:41]=[CH:42][C:43]([F:46])=[CH:44][CH:45]=2)=[O:9])[C:36]2[C:31](=[CH:32][CH:33]=[CH:34][CH:35]=2)[C:30]=1[OH:47])=[O:28], predict the reactants needed to synthesize it. The reactants are: ClC1C=CC=C(C(OO)=[O:9])C=1.[Cl:12][C:13]1[CH:18]=[C:17]([S:19]([C:22]([F:25])([F:24])[F:23])(=[O:21])=[O:20])[CH:16]=[CH:15][C:14]=1[NH:26][C:27]([C:29]1[CH:38]=[C:37]([S:39][C:40]2[CH:45]=[CH:44][C:43]([F:46])=[CH:42][CH:41]=2)[C:36]2[C:31](=[CH:32][CH:33]=[CH:34][CH:35]=2)[C:30]=1[OH:47])=[O:28]. (6) Given the product [NH2:11][C:10]1[CH:9]=[CH:8][C:7]([OH:14])=[CH:6][C:5]=1[O:4][CH2:3][C:2]([CH3:15])=[CH2:1], predict the reactants needed to synthesize it. The reactants are: [CH3:1][C:2](=[CH2:15])[CH2:3][O:4][C:5]1[CH:6]=[C:7]([OH:14])[CH:8]=[CH:9][C:10]=1[N+:11]([O-])=O.S(S([O-])=O)([O-])=O.[Na+].[Na+].Cl.[OH-].[Na+].